From a dataset of Catalyst prediction with 721,799 reactions and 888 catalyst types from USPTO. Predict which catalyst facilitates the given reaction. (1) Reactant: C([O:3][C:4](=[O:9])[CH2:5][CH:6]([CH3:8])[CH3:7])C.[Li+].CC([N-]C(C)C)C.Cl[CH2:19][O:20][CH2:21][CH2:22][Si:23]([CH3:26])([CH3:25])[CH3:24]. Product: [CH3:7][CH:6]([CH3:8])[CH:5]([CH2:19][O:20][CH2:21][CH2:22][Si:23]([CH3:26])([CH3:25])[CH3:24])[C:4]([OH:9])=[O:3]. The catalyst class is: 1. (2) Reactant: [Br:1][C:2]1[CH:3]=[C:4]([NH:8][C:9]2[C:10]3[S:17][C:16]4[C:18]([N+:22]([O-])=O)=[CH:19][CH:20]=[CH:21][C:15]=4[C:11]=3[N:12]=[CH:13][N:14]=2)[CH:5]=[CH:6][CH:7]=1. Product: [NH2:22][C:18]1[C:16]2[S:17][C:10]3[C:9]([NH:8][C:4]4[CH:5]=[CH:6][CH:7]=[C:2]([Br:1])[CH:3]=4)=[N:14][CH:13]=[N:12][C:11]=3[C:15]=2[CH:21]=[CH:20][CH:19]=1. The catalyst class is: 94.